From a dataset of Full USPTO retrosynthesis dataset with 1.9M reactions from patents (1976-2016). Predict the reactants needed to synthesize the given product. (1) Given the product [Cl:21][CH2:22][CH2:23][CH2:24][C:11]1[CH:12]=[CH:13][C:8]([O:1][C:2]2[CH:7]=[CH:6][CH:5]=[CH:4][CH:3]=2)=[CH:9][CH:10]=1, predict the reactants needed to synthesize it. The reactants are: [O:1]([C:8]1[CH:13]=[CH:12][C:11](O)=[CH:10][CH:9]=1)[C:2]1[CH:7]=[CH:6][CH:5]=[CH:4][CH:3]=1.C(=O)([O-])[O-].[K+].[K+].[Cl:21][CH2:22][CH2:23][CH2:24]Cl. (2) Given the product [C:12]1([CH2:18][CH2:19][C:20]#[C:21][C:2]2[S:3][C:4]([CH2:7][C:8]([O:10][CH3:11])=[O:9])=[CH:5][N:6]=2)[CH:17]=[CH:16][CH:15]=[CH:14][CH:13]=1, predict the reactants needed to synthesize it. The reactants are: Br[C:2]1[S:3][C:4]([CH2:7][C:8]([O:10][CH3:11])=[O:9])=[CH:5][N:6]=1.[C:12]1([CH2:18][CH2:19][C:20]#[C:21]C2SC=C(CC(OCC)=O)N=2)[CH:17]=[CH:16][CH:15]=[CH:14][CH:13]=1.